Dataset: Catalyst prediction with 721,799 reactions and 888 catalyst types from USPTO. Task: Predict which catalyst facilitates the given reaction. Reactant: [O:1]=[C:2]1[CH2:8][CH2:7][CH2:6][CH2:5][CH2:4][N:3]1[C:9]1[CH:10]=[C:11]2[C:15](=[CH:16][CH:17]=1)[N:14](C(OC(C)(C)C)=O)[CH2:13][CH2:12]2.BrCCCCCC(Cl)=O.Cl. Product: [NH:14]1[C:15]2[C:11](=[CH:10][C:9]([N:3]3[CH2:4][CH2:5][CH2:6][CH2:7][CH2:8][C:2]3=[O:1])=[CH:17][CH:16]=2)[CH2:12][CH2:13]1. The catalyst class is: 12.